Dataset: Catalyst prediction with 721,799 reactions and 888 catalyst types from USPTO. Task: Predict which catalyst facilitates the given reaction. (1) Reactant: Br[CH2:2]/[CH:3]=[CH:4]/[C:5]([NH:7][C:8]1[CH:9]=[C:10]2[C:15](=[CH:16][C:17]=1[O:18][CH3:19])[N:14]=[CH:13][N:12]=[C:11]2[NH:20][C:21]1[CH:26]=[CH:25][C:24]([F:27])=[C:23]([Cl:28])[CH:22]=1)=[O:6].[NH:29]1[CH:35]2[CH2:36][CH2:37][CH2:38][CH:34]2[CH2:33][O:32][CH2:31][CH2:30]1.CCN(C(C)C)C(C)C.O. Product: [Cl:28][C:23]1[CH:22]=[C:21]([NH:20][C:11]2[C:10]3[C:15](=[CH:16][C:17]([O:18][CH3:19])=[C:8]([NH:7][C:5](=[O:6])/[CH:4]=[CH:3]/[CH2:2][N:29]4[CH:35]5[CH2:36][CH2:37][CH2:38][CH:34]5[CH2:33][O:32][CH2:31][CH2:30]4)[CH:9]=3)[N:14]=[CH:13][N:12]=2)[CH:26]=[CH:25][C:24]=1[F:27]. The catalyst class is: 44. (2) Reactant: C[Si](C)(C)[O:3][C:4]1[CH2:5][CH2:6][N:7]([C:10]([O:12][C:13]([CH3:16])([CH3:15])[CH3:14])=[O:11])[CH2:8][CH:9]=1.B(F)(F)F.CCOCC.CO[CH:30]1[O:34][CH2:33][CH2:32][O:31]1. Product: [O:31]1[CH2:32][CH2:33][O:34][CH:30]1[CH:5]1[C:4](=[O:3])[CH2:9][CH2:8][N:7]([C:10]([O:12][C:13]([CH3:16])([CH3:15])[CH3:14])=[O:11])[CH2:6]1. The catalyst class is: 2. (3) Reactant: [Si:1]([O:8][CH:9]1[CH2:14][CH2:13][C:12](=O)[CH2:11][CH2:10]1)([C:4]([CH3:7])([CH3:6])[CH3:5])([CH3:3])[CH3:2].[NH3:16].[CH2:17](B1OC(C)(C)C(C)(C)O1)[CH:18]=[CH2:19]. Product: [CH2:17]([C:12]1([NH2:16])[CH2:13][CH2:14][CH:9]([O:8][Si:1]([C:4]([CH3:7])([CH3:6])[CH3:5])([CH3:3])[CH3:2])[CH2:10][CH2:11]1)[CH:18]=[CH2:19]. The catalyst class is: 5. (4) Reactant: [CH3:1][NH:2][CH3:3].[F:4][C:5]([F:47])([F:46])[C:6]1[CH:7]=[C:8]([CH:39]=[C:40]([C:42]([F:45])([F:44])[F:43])[CH:41]=1)[C:9]([N:11]1[CH2:16][CH2:15][N:14]([CH2:17][C:18]#[C:19][CH2:20][N:21]2[CH2:26][CH2:25][O:24][CH2:23][C@H:22]2[C:27]([OH:29])=O)[CH2:13][C@H:12]1[CH2:30][C:31]1[CH:36]=[CH:35][C:34]([CH3:37])=[C:33]([CH3:38])[CH:32]=1)=[O:10].ON1C2C=CC=CC=2N=N1.Cl.CN(C)CCCN=C=NCC. Product: [F:43][C:42]([F:44])([F:45])[C:40]1[CH:39]=[C:8]([CH:7]=[C:6]([C:5]([F:4])([F:47])[F:46])[CH:41]=1)[C:9]([N:11]1[CH2:16][CH2:15][N:14]([CH2:17][C:18]#[C:19][CH2:20][N:21]2[CH2:26][CH2:25][O:24][CH2:23][C@H:22]2[C:27](=[O:29])[N:2]([CH3:3])[CH3:1])[CH2:13][C@H:12]1[CH2:30][C:31]1[CH:36]=[CH:35][C:34]([CH3:37])=[C:33]([CH3:38])[CH:32]=1)=[O:10]. The catalyst class is: 348. (5) Reactant: [Br:1][C:2]1[N:7]=[C:6]([C:8]([NH:11]C(=O)C)([CH3:10])[CH3:9])[CH:5]=[CH:4][CH:3]=1.[OH-].[Na+]. Product: [Br:1][C:2]1[N:7]=[C:6]([C:8]([NH2:11])([CH3:9])[CH3:10])[CH:5]=[CH:4][CH:3]=1. The catalyst class is: 33.